From a dataset of Full USPTO retrosynthesis dataset with 1.9M reactions from patents (1976-2016). Predict the reactants needed to synthesize the given product. (1) Given the product [CH3:37][N:34]1[CH2:33][CH2:32][N:31]([C:27]2[N:26]3[CH:38]=[C:23]([CH2:22][N:11]([CH2:9][C:6]4[CH:7]=[CH:8][CH:3]=[CH:4][C:5]=4[C:40]([F:50])([F:49])[F:39])[C@@H:12]4[C:21]5[N:20]=[CH:19][CH:18]=[CH:17][C:16]=5[CH2:15][CH2:14][CH2:13]4)[N:24]=[C:25]3[CH:30]=[CH:29][CH:28]=2)[CH2:36][CH2:35]1, predict the reactants needed to synthesize it. The reactants are: CO[C:3]1[CH:8]=[CH:7][C:6]([C@@H:9]([N:11]([CH2:22][C:23]2[N:24]=[C:25]3[CH:30]=[CH:29][CH:28]=[C:27]([N:31]4[CH2:36][CH2:35][N:34]([CH3:37])[CH2:33][CH2:32]4)[N:26]3[CH:38]=2)[C@@H:12]2[C:21]3[N:20]=[CH:19][CH:18]=[CH:17][C:16]=3[CH2:15][CH2:14][CH2:13]2)C)=[CH:5][CH:4]=1.[F:39][C:40]([F:50])([F:49])C1C=CC=CC=1C=O. (2) Given the product [CH2:1]([O:3][C:4]([C:6]1[C:10]([CH2:11][NH:24][CH:21]([CH3:23])[CH3:22])=[C:9]([Br:13])[N:8]([C:14]2[CH:19]=[CH:18][CH:17]=[CH:16][C:15]=2[Cl:20])[N:7]=1)=[O:5])[CH3:2], predict the reactants needed to synthesize it. The reactants are: [CH2:1]([O:3][C:4]([C:6]1[C:10]([CH:11]=O)=[C:9]([Br:13])[N:8]([C:14]2[CH:19]=[CH:18][CH:17]=[CH:16][C:15]=2[Cl:20])[N:7]=1)=[O:5])[CH3:2].[CH:21]([NH2:24])([CH3:23])[CH3:22].C(O)(=O)C.C(O[BH-](OC(=O)C)OC(=O)C)(=O)C.[Na+]. (3) The reactants are: [C:1]1(=[O:11])[C:9]2[C:4](=[CH:5][CH:6]=[CH:7][CH:8]=2)[C:3](=O)[CH2:2]1.CS(O)(=O)=O. Given the product [CH:6]1[CH:5]=[C:4]2[C:3]3[C:2]4[C:1]([C:9]5[C:4]([C:3]=4[C:2]4[C:1]([C:9]6[C:4]([C:3]=4[C:2]=3[C:1](=[O:11])[C:9]2=[CH:8][CH:7]=1)=[CH:5][CH:6]=[CH:7][CH:8]=6)=[O:11])=[CH:5][CH:6]=[CH:7][CH:8]=5)=[O:11], predict the reactants needed to synthesize it. (4) The reactants are: [Br:1][C:2]1[C:10]2[S:9][C:8]([NH:11][C:12]([NH:14][CH2:15][CH3:16])=[O:13])=[N:7][C:6]=2[CH:5]=[C:4](I)[CH:3]=1.[CH2:18]([C:21]1([C:42]([O:44][CH2:45][CH3:46])=[O:43])[CH2:26][CH2:25][N:24]([C:27]2[N:32]=[CH:31][C:30](B3OC(C)(C)C(C)(C)O3)=[CH:29][N:28]=2)[CH2:23][CH2:22]1)[CH:19]=[CH2:20].CO.P([O-])([O-])([O-])=O.[K+].[K+].[K+]. Given the product [CH2:18]([C:21]1([C:42]([O:44][CH2:45][CH3:46])=[O:43])[CH2:22][CH2:23][N:24]([C:27]2[N:28]=[CH:29][C:30]([C:4]3[CH:3]=[C:2]([Br:1])[C:10]4[S:9][C:8]([NH:11][C:12](=[O:13])[NH:14][CH2:15][CH3:16])=[N:7][C:6]=4[CH:5]=3)=[CH:31][N:32]=2)[CH2:25][CH2:26]1)[CH:19]=[CH2:20], predict the reactants needed to synthesize it. (5) Given the product [Br:27][CH2:28][CH2:29][O:1][C:2]1[CH:3]=[C:4]2[C:8](=[CH:9][CH:10]=1)[N:7]([C:11]1[CH:16]=[CH:15][CH:14]=[C:13]([I:17])[CH:12]=1)[N:6]=[C:5]2[C:18]([NH2:20])=[O:19], predict the reactants needed to synthesize it. The reactants are: [OH:1][C:2]1[CH:3]=[C:4]2[C:8](=[CH:9][CH:10]=1)[N:7]([C:11]1[CH:16]=[CH:15][CH:14]=[C:13]([I:17])[CH:12]=1)[N:6]=[C:5]2[C:18]([NH2:20])=[O:19].C(=O)([O-])[O-].[K+].[K+].[Br:27][CH2:28][CH2:29]Br. (6) Given the product [OH:1][C@H:2]1[CH2:3][NH:4][CH2:5][C@@H:6]([C:7]([O:9][CH3:10])=[O:8])[CH2:11]1, predict the reactants needed to synthesize it. The reactants are: [OH:1][C:2]1[CH:3]=[N:4][CH:5]=[C:6]([CH:11]=1)[C:7]([O:9][CH3:10])=[O:8]. (7) Given the product [Cl:1][C:2]1[CH:3]=[CH:4][C:5]([O:11][CH3:12])=[C:6]([C:7](=[O:9])[CH2:26][C:25]([O:31][CH2:32][CH3:33])=[O:30])[CH:10]=1, predict the reactants needed to synthesize it. The reactants are: [Cl:1][C:2]1[CH:3]=[CH:4][C:5]([O:11][CH3:12])=[C:6]([CH:10]=1)[C:7]([OH:9])=O.C1N=CN(C(N2C=NC=C2)=O)C=1.[C:25]([O:31][CH2:32][CH3:33])(=[O:30])[CH2:26]C([O-])=O.[K+].[Cl-].[Mg+2].[Cl-].